This data is from Catalyst prediction with 721,799 reactions and 888 catalyst types from USPTO. The task is: Predict which catalyst facilitates the given reaction. Reactant: FC(F)(F)S(O[C:7]1[CH:12]=[CH:11][C:10]([CH:13]2[CH2:24][CH2:23][C:16]3([CH2:18][CH:17]3[C:19]([O:21][CH3:22])=[O:20])[CH2:15][CH2:14]2)=[CH:9][CH:8]=1)(=O)=O.[CH2:27]([NH2:34])[C:28]1[CH:33]=[CH:32][CH:31]=[CH:30][CH:29]=1.C(=O)([O-])[O-].[Cs+].[Cs+].CC(C1C=C(C(C)C)C(C2C=CC=CC=2P(C2CCCCC2)C2CCCCC2)=C(C(C)C)C=1)C. Product: [CH2:27]([NH:34][C:7]1[CH:12]=[CH:11][C:10]([CH:13]2[CH2:24][CH2:23][C:16]3([CH2:18][CH:17]3[C:19]([O:21][CH3:22])=[O:20])[CH2:15][CH2:14]2)=[CH:9][CH:8]=1)[C:28]1[CH:33]=[CH:32][CH:31]=[CH:30][CH:29]=1. The catalyst class is: 164.